Dataset: Full USPTO retrosynthesis dataset with 1.9M reactions from patents (1976-2016). Task: Predict the reactants needed to synthesize the given product. The reactants are: [C:1]([C:5]1[CH:10]=[CH:9][C:8]([CH2:11][CH3:12])=[CH:7][C:6]=1[OH:13])([CH3:4])([CH3:3])[CH3:2].[Cl:14][C:15]1[CH:20]=[C:19]([S:21]([C:24]([F:27])([F:26])[F:25])(=[O:23])=[O:22])[CH:18]=[CH:17][C:16]=1[N:28]=[C:29]=[O:30]. Given the product [C:1]([C:5]1[C:6]([OH:13])=[C:7]([C:8]([CH2:11][CH3:12])=[CH:9][CH:10]=1)[C:29]([NH:28][C:16]1[CH:17]=[CH:18][C:19]([S:21]([C:24]([F:25])([F:26])[F:27])(=[O:22])=[O:23])=[CH:20][C:15]=1[Cl:14])=[O:30])([CH3:4])([CH3:3])[CH3:2], predict the reactants needed to synthesize it.